Dataset: Forward reaction prediction with 1.9M reactions from USPTO patents (1976-2016). Task: Predict the product of the given reaction. (1) Given the reactants Cl.Cl.[NH2:3][CH2:4][C:5]1[NH:6][CH:7]=[CH:8][N:9]=1.CN(C)C=O.[H-].[Na+].[C:17](OC(=O)C)(=[O:19])[CH3:18], predict the reaction product. The product is: [NH:6]1[CH:7]=[CH:8][N:9]=[C:5]1[CH2:4][NH:3][C:17](=[O:19])[CH3:18]. (2) The product is: [CH2:1]([NH:8][C:9](=[O:10])[C@@H:11]1[CH2:15][C@@H:14]([O:16][CH2:17][CH3:18])[CH2:13][NH:12]1)[C:2]1[CH:7]=[CH:6][CH:5]=[CH:4][CH:3]=1. Given the reactants [CH2:1]([NH:8][C:9]([C@@H:11]1[CH2:15][C@@H:14]([O:16][CH2:17][CH3:18])[CH2:13][N:12]1C(OC(C)(C)C)=O)=[O:10])[C:2]1[CH:7]=[CH:6][CH:5]=[CH:4][CH:3]=1.C(OCC)(=O)C.Cl, predict the reaction product.